This data is from Full USPTO retrosynthesis dataset with 1.9M reactions from patents (1976-2016). The task is: Predict the reactants needed to synthesize the given product. (1) Given the product [F:1][C:2]1[CH:29]=[C:28]([F:30])[CH:27]=[CH:26][C:3]=1[O:4][C:5]1[N:10]=[C:9]2[NH:34][N:35]=[C:20]([CH2:21][CH:22]([CH3:24])[CH3:23])[C:8]2=[CH:7][N:6]=1, predict the reactants needed to synthesize it. The reactants are: [F:1][C:2]1[CH:29]=[C:28]([F:30])[CH:27]=[CH:26][C:3]=1[O:4][C:5]1[N:10]=[C:9](OC2C=CC(F)=CC=2F)[C:8]([C:20](=O)[CH2:21][CH:22]([CH3:24])[CH3:23])=[CH:7][N:6]=1.CCO.[NH2:34][NH2:35]. (2) Given the product [Cl:1][C:2]1[N:7]=[CH:6][C:5]([CH2:8][N:9]([CH2:10][CH3:11])[C:16]([S:17][CH3:18])=[CH:15][N+:12]([O-:14])=[O:13])=[CH:4][CH:3]=1, predict the reactants needed to synthesize it. The reactants are: [Cl:1][C:2]1[N:7]=[CH:6][C:5]([CH2:8][NH:9][CH2:10][CH3:11])=[CH:4][CH:3]=1.[N+:12]([CH:15]=[C:16](SC)[S:17][CH3:18])([O-:14])=[O:13]. (3) Given the product [Cl:1][C:2]1[C:3]([CH3:35])=[CH:4][C:5]([NH:19][C:20]2[C:28]3[C:23](=[CH:24][N:25]=[CH:26][CH:27]=3)[O:22][C:21]=2[C:29]2[N:30]=[CH:31][CH:32]=[CH:33][N:34]=2)=[C:6]2[C:10]=1[NH:9][N:8]=[CH:7]2, predict the reactants needed to synthesize it. The reactants are: [Cl:1][C:2]1[C:10]2[N:9](COCC[Si](C)(C)C)[N:8]=[CH:7][C:6]=2[C:5]([NH:19][C:20]2[C:28]3[C:23](=[CH:24][N:25]=[CH:26][CH:27]=3)[O:22][C:21]=2[C:29]2[N:34]=[CH:33][CH:32]=[CH:31][N:30]=2)=[CH:4][C:3]=1[CH3:35]. (4) Given the product [Br:1][C:2]1[CH:9]=[CH:8][C:5]([CH2:6][N:14]2[CH2:15][CH2:16][C@H:12]([N:11]([CH3:17])[CH3:10])[CH2:13]2)=[CH:4][CH:3]=1, predict the reactants needed to synthesize it. The reactants are: [Br:1][C:2]1[CH:9]=[CH:8][C:5]([CH:6]=O)=[CH:4][CH:3]=1.[CH3:10][N:11]([CH3:17])[C@H:12]1[CH2:16][CH2:15][NH:14][CH2:13]1.C(O[BH-](OC(=O)C)OC(=O)C)(=O)C.[Na+]. (5) Given the product [CH2:41]([O:40][C:38]([C:27]1([CH2:30][C:31]2[CH:32]=[CH:33][C:34]([F:37])=[CH:35][CH:36]=2)[CH2:28][CH2:29][N:24]([C:22]([CH:10]2[CH2:9][NH:8][C:13]3[CH:14]=[C:15]([Cl:21])[C:16]([N:18]([CH3:19])[CH3:20])=[CH:17][C:12]=3[O:11]2)=[O:23])[CH2:25][CH2:26]1)=[O:39])[CH3:42], predict the reactants needed to synthesize it. The reactants are: C(OC([N:8]1[C:13]2[CH:14]=[C:15]([Cl:21])[C:16]([N:18]([CH3:20])[CH3:19])=[CH:17][C:12]=2[O:11][CH:10]([C:22]([N:24]2[CH2:29][CH2:28][C:27]([C:38]([O:40][CH2:41][CH3:42])=[O:39])([CH2:30][C:31]3[CH:36]=[CH:35][C:34]([F:37])=[CH:33][CH:32]=3)[CH2:26][CH2:25]2)=[O:23])[CH2:9]1)=O)(C)(C)C.FC(F)(F)C(O)=O. (6) Given the product [CH3:1][C:2]([N:10]1[CH:14]=[C:13]([NH:15][C:16](=[O:22])[CH:17]([NH:21][CH:29]2[CH2:28][CH2:27][C:26]3[C:31](=[CH:32][CH:33]=[C:24]([Br:23])[CH:25]=3)[CH2:30]2)[CH2:18][CH2:19][CH3:20])[N:12]=[CH:11]1)([CH3:9])[CH2:3][N:4]1[CH2:8][CH2:7][CH2:6][CH2:5]1, predict the reactants needed to synthesize it. The reactants are: [CH3:1][C:2]([N:10]1[CH:14]=[C:13]([NH:15][C:16](=[O:22])[CH:17]([NH2:21])[CH2:18][CH2:19][CH3:20])[N:12]=[CH:11]1)([CH3:9])[CH2:3][N:4]1[CH2:8][CH2:7][CH2:6][CH2:5]1.[Br:23][C:24]1[CH:25]=[C:26]2[C:31](=[CH:32][CH:33]=1)[CH2:30][C:29](=O)[CH2:28][CH2:27]2. (7) The reactants are: Br[C:2]1[CH:7]=[CH:6][C:5]([S:8]([CH2:11][C@@H:12]2[CH2:17][C@H:16]([N:18]([CH:20]([CH3:22])[CH3:21])[CH3:19])[CH2:15][CH2:14][C@@H:13]2[NH:23][C:24](=[O:39])[CH2:25][C:26]2[NH:30][C:29]3[CH:31]=[CH:32][CH:33]=[C:34]([C:35]([F:38])([F:37])[F:36])[C:28]=3[N:27]=2)(=[O:10])=[O:9])=[CH:4][CH:3]=1.[Br-].[CH2:41]([Zn+])[CH2:42][CH3:43]. Given the product [CH:20]([N:18]([CH3:19])[C@@H:16]1[CH2:15][CH2:14][C@H:13]([NH:23][C:24](=[O:39])[CH2:25][C:26]2[NH:30][C:29]3[CH:31]=[CH:32][CH:33]=[C:34]([C:35]([F:38])([F:37])[F:36])[C:28]=3[N:27]=2)[C@H:12]([CH2:11][S:8]([C:5]2[CH:6]=[CH:7][C:2]([CH2:41][CH2:42][CH3:43])=[CH:3][CH:4]=2)(=[O:10])=[O:9])[CH2:17]1)([CH3:22])[CH3:21], predict the reactants needed to synthesize it.